From a dataset of Full USPTO retrosynthesis dataset with 1.9M reactions from patents (1976-2016). Predict the reactants needed to synthesize the given product. (1) Given the product [Cl:1][C:2]1[CH:3]=[C:4]([NH:8][C:9]2[N:14]=[C:13]([C:15]([F:17])([F:18])[F:16])[C:12]([CH2:19][O:20][C:21]3[CH:26]=[CH:25][CH:24]=[CH:23][CH:22]=3)=[CH:11][N:10]=2)[CH:5]=[CH:6][CH:7]=1, predict the reactants needed to synthesize it. The reactants are: [Cl:1][C:2]1[CH:3]=[C:4]([NH:8][C:9]2[N:14]=[C:13]([C:15]([F:18])([F:17])[F:16])[C:12]([CH2:19][OH:20])=[CH:11][N:10]=2)[CH:5]=[CH:6][CH:7]=1.[C:21]1(O)[CH:26]=[CH:25][CH:24]=[CH:23][CH:22]=1.C1(P(C2C=CC=CC=2)C2C=CC=CC=2)C=CC=CC=1.N(C(OCC)=O)=NC(OCC)=O. (2) Given the product [Cl:12][C:10]1[S:11][C:6]2[CH:5]=[C:4]([C:1](=[O:3])[NH:33][CH:34]3[CH2:43][CH2:42][C:41]4[C:36](=[CH:37][CH:38]=[CH:39][CH:40]=4)[CH:35]3[OH:44])[NH:8][C:7]=2[C:9]=1[Cl:13], predict the reactants needed to synthesize it. The reactants are: [C:1]([C:4]1[NH:8][C:7]2[C:9]([Cl:13])=[C:10]([Cl:12])[S:11][C:6]=2[CH:5]=1)([OH:3])=O.C1C=CC2N(O)N=NC=2C=1.CCN(C(C)C)C(C)C.[NH2:33][CH:34]1[CH2:43][CH2:42][C:41]2[C:36](=[CH:37][CH:38]=[CH:39][CH:40]=2)[CH:35]1[OH:44].CCN=C=NCCCN(C)C. (3) Given the product [CH:6]([OH:7])=[O:5].[CH3:44][N:37]([C:38]1[CH:43]=[CH:42][N:41]=[CH:40][CH:39]=1)[C:34]1[CH:33]=[CH:32][C:31]([CH2:30][N:15]([CH:13]2[CH2:12][C:10]3([CH2:9][NH:8][CH2:11]3)[CH2:14]2)[C:16](=[O:29])/[CH:17]=[CH:18]/[C:19]2[CH:20]=[CH:21][C:22]([C:25]([F:27])([F:28])[F:26])=[CH:23][CH:24]=2)=[CH:36][CH:35]=1, predict the reactants needed to synthesize it. The reactants are: C([O:5][C:6]([N:8]1[CH2:11][C:10]2([CH2:14][CH:13]([N:15]([CH2:30][C:31]3[CH:36]=[CH:35][C:34]([N:37]([CH3:44])[C:38]4[CH:43]=[CH:42][N:41]=[CH:40][CH:39]=4)=[CH:33][CH:32]=3)[C:16](=[O:29])/[CH:17]=[CH:18]/[C:19]3[CH:24]=[CH:23][C:22]([C:25]([F:28])([F:27])[F:26])=[CH:21][CH:20]=3)[CH2:12]2)[CH2:9]1)=[O:7])(C)(C)C.FC(F)(F)C(O)=O.